This data is from Forward reaction prediction with 1.9M reactions from USPTO patents (1976-2016). The task is: Predict the product of the given reaction. (1) Given the reactants [CH:1]1([O:6][C:7](=[O:26])[C@@H:8]([NH:15]C(OCC2C=CC=CC=2)=O)[CH2:9][O:10][C:11]([CH3:14])([CH3:13])[CH3:12])[CH2:5][CH2:4][CH2:3][CH2:2]1, predict the reaction product. The product is: [CH:1]1([O:6][C:7](=[O:26])[C@@H:8]([NH2:15])[CH2:9][O:10][C:11]([CH3:12])([CH3:13])[CH3:14])[CH2:2][CH2:3][CH2:4][CH2:5]1. (2) Given the reactants [N:1]([CH:4]1[CH:9]([OH:10])[CH2:8][CH2:7][CH:6]([C:11]([O:13][CH2:14][CH3:15])=[O:12])[CH2:5]1)=[N+]=[N-].[C:16]([O:20][C:21](O[C:21]([O:20][C:16]([CH3:19])([CH3:18])[CH3:17])=[O:22])=[O:22])([CH3:19])([CH3:18])[CH3:17].[H][H], predict the reaction product. The product is: [C:16]([O:20][C:21]([NH:1][CH:4]1[CH:9]([OH:10])[CH2:8][CH2:7][CH:6]([C:11]([O:13][CH2:14][CH3:15])=[O:12])[CH2:5]1)=[O:22])([CH3:19])([CH3:18])[CH3:17]. (3) Given the reactants [Br:1][C:2]1[CH:3]=[N:4][CH:5]=[C:6]([CH:10]=1)[C:7]([OH:9])=O.[CH3:11][S:12]([C:15]1[CH:16]=[C:17]([CH:22]=[CH:23][CH:24]=1)[C:18]([O:20][CH3:21])=[O:19])(=[NH:14])=[O:13], predict the reaction product. The product is: [Br:1][C:2]1[CH:10]=[C:6]([C:7]([N:14]=[S:12]([C:15]2[CH:16]=[C:17]([CH:22]=[CH:23][CH:24]=2)[C:18]([O:20][CH3:21])=[O:19])([CH3:11])=[O:13])=[O:9])[CH:5]=[N:4][CH:3]=1. (4) Given the reactants [C:1]1([CH:8]=[CH:7][C:5]([OH:6])=[CH:4][CH:3]=1)[OH:2].[H-].[Na+].[CH2:11](Br)[CH3:12], predict the reaction product. The product is: [CH2:11]([O:2][C:1]1[CH:8]=[CH:7][C:5]([OH:6])=[CH:4][CH:3]=1)[CH3:12]. (5) The product is: [C:1]([O:5][C:6](=[O:19])[NH:7][C:8]1[CH:13]=[C:12]([N:24]([CH2:23][CH2:22][O:21][CH3:20])[CH3:25])[C:11]([Cl:15])=[CH:10][C:9]=1[N+:16]([O-:18])=[O:17])([CH3:4])([CH3:3])[CH3:2]. Given the reactants [C:1]([O:5][C:6](=[O:19])[NH:7][C:8]1[CH:13]=[C:12](Cl)[C:11]([Cl:15])=[CH:10][C:9]=1[N+:16]([O-:18])=[O:17])([CH3:4])([CH3:3])[CH3:2].[CH3:20][O:21][CH2:22][CH2:23][NH:24][CH3:25].CCN(CC)CC, predict the reaction product. (6) Given the reactants [Cl:1][C:2]1[CH:27]=[C:26]([S:28]([CH3:31])(=[O:30])=[O:29])[CH:25]=[CH:24][C:3]=1[O:4][C:5]1[CH:6]=[C:7](/[C:15](=[CH:20]/[N:21](C)[CH3:22])/[C:16]([O:18]C)=O)[CH:8]=[C:9]([C:11]([F:14])([F:13])[F:12])[CH:10]=1.C[NH:33]N, predict the reaction product. The product is: [Cl:1][C:2]1[CH:27]=[C:26]([S:28]([CH3:31])(=[O:29])=[O:30])[CH:25]=[CH:24][C:3]=1[O:4][C:5]1[CH:6]=[C:7]([C:15]2[C:16](=[O:18])[NH:33][N:21]([CH3:22])[CH:20]=2)[CH:8]=[C:9]([C:11]([F:14])([F:13])[F:12])[CH:10]=1.